From a dataset of Full USPTO retrosynthesis dataset with 1.9M reactions from patents (1976-2016). Predict the reactants needed to synthesize the given product. (1) The reactants are: [OH-].[Na+].C1(S([N:12]2[C:20]3[CH:19]=[CH:18][N:17]=[C:16]([C:21]4[N:22]=[C:23]([N:41]5[CH2:46][CH2:45][O:44][CH2:43][CH2:42]5)[C:24]5[N:29]=[C:28]([CH2:30][N:31]6[CH2:34][CH:33]([N:35]7[CH2:40][CH2:39][O:38][CH2:37][CH2:36]7)[CH2:32]6)[S:27][C:25]=5[N:26]=4)[C:15]=3[CH:14]=[CH:13]2)(=O)=O)C=CC=CC=1. Given the product [O:44]1[CH2:45][CH2:46][N:41]([C:23]2[C:24]3[N:29]=[C:28]([CH2:30][N:31]4[CH2:34][CH:33]([N:35]5[CH2:40][CH2:39][O:38][CH2:37][CH2:36]5)[CH2:32]4)[S:27][C:25]=3[N:26]=[C:21]([C:16]3[C:15]4[CH:14]=[CH:13][NH:12][C:20]=4[CH:19]=[CH:18][N:17]=3)[N:22]=2)[CH2:42][CH2:43]1, predict the reactants needed to synthesize it. (2) Given the product [NH2:2][C:1](=[O:15])[C:3]([C:6]1[CH:7]=[C:8]([CH:12]=[CH:13][CH:14]=1)[C:9]([OH:11])=[O:10])([CH3:5])[CH3:4], predict the reactants needed to synthesize it. The reactants are: [C:1]([C:3]([C:6]1[CH:7]=[C:8]([CH:12]=[CH:13][CH:14]=1)[C:9]([OH:11])=[O:10])([CH3:5])[CH3:4])#[N:2].[OH:15][Li].O.OO. (3) Given the product [Cl:22][C:19]1[CH:18]=[CH:17][C:16]([CH2:15][O:14][C:11]2[CH:12]=[CH:13][N:8]([C:5]3[CH:6]=[CH:7][C:2]4[N:1]=[C:54]([CH:52]5[CH2:53][CH:51]5[F:50])[N:24]([CH3:25])[C:3]=4[CH:4]=3)[C:9](=[O:23])[CH:10]=2)=[CH:21][CH:20]=1, predict the reactants needed to synthesize it. The reactants are: [NH2:1][C:2]1[CH:7]=[CH:6][C:5]([N:8]2[CH:13]=[CH:12][C:11]([O:14][CH2:15][C:16]3[CH:21]=[CH:20][C:19]([Cl:22])=[CH:18][CH:17]=3)=[CH:10][C:9]2=[O:23])=[CH:4][C:3]=1[NH:24][CH3:25].CN(C(ON1N=NC2C=CC=NC1=2)=[N+](C)C)C.F[P-](F)(F)(F)(F)F.[F:50][C@@H:51]1[CH2:53][C@H:52]1[C:54](O)=O.C(N(CC)C(C)C)(C)C.[Cl-].[Cl-].[Ca+2]. (4) The reactants are: [CH3:1][O:2][C:3](=[O:18])[C:4]1[CH:13]=[C:12]([S:14](Cl)(=[O:16])=[O:15])[CH:11]=[C:6]([C:7]([O:9]C)=[O:8])[CH:5]=1.[CH3:19][NH:20][CH3:21].[OH-].[Na+].Cl. Given the product [CH3:1][O:2][C:3](=[O:18])[C:4]1[CH:13]=[C:12]([S:14](=[O:16])(=[O:15])[N:20]([CH3:21])[CH3:19])[CH:11]=[C:6]([C:7]([OH:9])=[O:8])[CH:5]=1, predict the reactants needed to synthesize it. (5) Given the product [OH:3][C@:4]1([C:15]2[CH:22]=[CH:21][C:18]([C:19]#[N:20])=[C:17]([CH2:23][C:24]3[CH:29]=[CH:28][C:27]([I:1])=[CH:26][CH:25]=3)[CH:16]=2)[O:12][C@H:11]([CH2:13][OH:14])[C@@H:9]([OH:10])[C@H:7]([OH:8])[C@H:5]1[OH:6], predict the reactants needed to synthesize it. The reactants are: [I:1]Cl.[OH:3][C@:4]1([C:15]2[CH:22]=[CH:21][C:18]([C:19]#[N:20])=[C:17]([CH2:23][C:24]3[CH:29]=[CH:28][C:27]([Si](C)(C)C)=[CH:26][CH:25]=3)[CH:16]=2)[O:12][C@H:11]([CH2:13][OH:14])[C@@H:9]([OH:10])[C@H:7]([OH:8])[C@H:5]1[OH:6]. (6) Given the product [Cl:1][C:2]1[N:6]([CH2:18][O:17][CH2:16][CH2:15][Si:14]([CH3:21])([CH3:20])[CH3:13])[C:5]2[CH:7]=[CH:8][CH:9]=[CH:10][C:4]=2[N:3]=1, predict the reactants needed to synthesize it. The reactants are: [Cl:1][C:2]1[NH:6][C:5]2[CH:7]=[CH:8][CH:9]=[CH:10][C:4]=2[N:3]=1.[H-].[Na+].[CH3:13][Si:14]([CH3:21])([CH3:20])[CH2:15][CH2:16][O:17][CH2:18]Cl.O. (7) The reactants are: [CH:1]([C:3]1[S:7][C:6]([C:8]([OH:10])=[O:9])=[CH:5][CH:4]=1)=O.[BH4-].[Na+].CS([Cl:17])(=O)=O.C(N(CC)C(C)C)(C)C.[C:27](O)([CH3:30])([CH3:29])[CH3:28]. Given the product [C:27]([O:10][C:8]([C:6]1[S:7][C:3]([CH2:1][Cl:17])=[CH:4][CH:5]=1)=[O:9])([CH3:30])([CH3:29])[CH3:28], predict the reactants needed to synthesize it.